From a dataset of Catalyst prediction with 721,799 reactions and 888 catalyst types from USPTO. Predict which catalyst facilitates the given reaction. (1) The catalyst class is: 17. Reactant: [CH3:1][C:2]1[CH:7]=[CH:6][C:5]([C:8]2[CH:9]=[N:10][NH:11][C:12]=2[NH2:13])=[CH:4][CH:3]=1.[F:14][C:15]1[CH:20]=[CH:19][C:18]([C:21](=O)[CH2:22][C:23](OCC)=[O:24])=[CH:17][CH:16]=1. Product: [CH3:1][C:2]1[CH:3]=[CH:4][C:5]([C:8]2[CH:9]=[N:10][N:11]3[C:21]([C:18]4[CH:19]=[CH:20][C:15]([F:14])=[CH:16][CH:17]=4)=[CH:22][C:23](=[O:24])[NH:13][C:12]=23)=[CH:6][CH:7]=1. (2) Reactant: N1C=CN=C1.[Si:6](Cl)([C:9]([CH3:12])([CH3:11])[CH3:10])([CH3:8])[CH3:7].CN(C)C=O.[OH:19][C@H:20]1[CH2:24][CH2:23][NH:22][C:21]1=[O:25]. Product: [Si:6]([O:19][C@H:20]1[CH2:24][CH2:23][NH:22][C:21]1=[O:25])([C:9]([CH3:12])([CH3:11])[CH3:10])([CH3:8])[CH3:7]. The catalyst class is: 6. (3) Reactant: C[O:2][C:3](=[O:37])/[CH:4]=[CH:5]/[C:6]1[CH:11]=[CH:10][C:9]([CH:12]([N:26]([CH:35]=[O:36])[CH2:27][CH2:28][N:29]2[CH2:34][CH2:33][O:32][CH2:31][CH2:30]2)[C:13](=[O:25])[NH:14][C:15]2[CH:20]=[CH:19][C:18]([C:21]([F:24])([F:23])[F:22])=[CH:17][CH:16]=2)=[CH:8][CH:7]=1.[OH-].[Na+].Cl. Product: [CH:35]([N:26]([CH:12]([C:13](=[O:25])[NH:14][C:15]1[CH:16]=[CH:17][C:18]([C:21]([F:23])([F:24])[F:22])=[CH:19][CH:20]=1)[C:9]1[CH:10]=[CH:11][C:6](/[CH:5]=[CH:4]/[C:3]([OH:37])=[O:2])=[CH:7][CH:8]=1)[CH2:27][CH2:28][N:29]1[CH2:34][CH2:33][O:32][CH2:31][CH2:30]1)=[O:36]. The catalyst class is: 1. (4) Product: [N+:1]([C:4]1[CH:9]=[CH:8][C:7]([N:19]2[C:18]([CH3:17])=[CH:22][N:21]=[CH:20]2)=[CH:6][CH:5]=1)([O-:3])=[O:2]. The catalyst class is: 3. Reactant: [N+:1]([C:4]1[CH:9]=[CH:8][C:7](F)=[CH:6][CH:5]=1)([O-:3])=[O:2].C(=O)([O-])[O-].[K+].[K+].[CH3:17][C:18]1[N:19]=[CH:20][NH:21][CH:22]=1. (5) Reactant: [Cl:1][C:2]1[CH:7]=[C:6]([N:8]2[CH2:13][CH2:12][O:11][CH2:10][CH2:9]2)[N:5]=[C:4]([NH2:14])[N:3]=1.Cl.[C:16](Cl)(=[O:23])[C:17]1[CH:22]=[CH:21][CH:20]=[N:19][CH:18]=1.C(N(CC)CC)C. Product: [Cl:1][C:2]1[CH:7]=[C:6]([N:8]2[CH2:9][CH2:10][O:11][CH2:12][CH2:13]2)[N:5]=[C:4]([NH:14][C:16](=[O:23])[C:17]2[CH:22]=[CH:21][CH:20]=[N:19][CH:18]=2)[N:3]=1. The catalyst class is: 7. (6) Product: [OH:16][CH2:15][CH:10]1[CH:9]([NH:8][C:6](=[O:7])[O:5][C:1]([CH3:3])([CH3:2])[CH3:4])[CH2:14][CH2:13][O:12][CH2:11]1. Reactant: [C:1]([O:5][C:6]([NH:8][CH:9]1[CH2:14][CH2:13][O:12][CH2:11][CH:10]1[C:15](OCC)=[O:16])=[O:7])([CH3:4])([CH3:3])[CH3:2].[H-].[H-].[H-].[H-].[Li+].[Al+3].[O-]S([O-])(=O)=O.[Mg+2].O. The catalyst class is: 49.